Dataset: Reaction yield outcomes from USPTO patents with 853,638 reactions. Task: Predict the reaction yield, written as a fraction of the theoretical maximum amount of product (1.0 means a 100% yield; for example, 0.34 means a 34% yield). (1) The catalyst is C(Cl)(=O)C. The reactants are [S:1]1[CH:5]=[CH:4][CH:3]=[C:2]1[S:6]([NH2:9])(=[O:8])=[O:7].[P:10]([O-:17])([O:14][CH2:15][CH3:16])[O:11][CH2:12][CH3:13].[C:18]1([CH2:24][CH:25]=O)[CH:23]=[CH:22][CH:21]=[CH:20][CH:19]=1. The product is [CH2:12]([O:11][P:10]([CH:25]([NH:9][S:6]([C:2]1[S:1][CH:5]=[CH:4][CH:3]=1)(=[O:8])=[O:7])[CH2:24][C:18]1[CH:23]=[CH:22][CH:21]=[CH:20][CH:19]=1)(=[O:17])[O:14][CH2:15][CH3:16])[CH3:13]. The yield is 0.350. (2) The reactants are Cl[C:2]1[CH:7]=[CH:6][CH:5]=[CH:4][C:3]=1[C:8]1[S:9][CH2:10][CH:11]([C:13]2[CH:18]=[CH:17][CH:16]=[CH:15][C:14]=2[F:19])[N:12]=1.CN(C)C1C=CC=CC=1.Cl[C:30]([N:32]=[C:33]=[O:34])=[O:31].[Cl:35][CH2:36]Cl. No catalyst specified. The product is [Cl:35][C:36]1[CH:2]=[CH:7][CH:6]=[CH:5][C:4]=1[C:3]1[C:30](=[O:31])[NH:32][C:33](=[O:34])[N:12]2[CH:11]([C:13]3[CH:18]=[CH:17][CH:16]=[CH:15][C:14]=3[F:19])[CH2:10][S:9][C:8]=12. The yield is 0.670. (3) The reactants are [Cl:1][C:2]1[CH:3]=[C:4]([CH:17]=[CH:18][C:19]=1[Cl:20])[CH2:5][NH:6][C:7]1[CH:16]=[CH:15][C:10]([C:11](OC)=[O:12])=[CH:9][N:8]=1.CC(C[AlH]CC(C)C)C. The catalyst is C1COCC1.C1(C)C=CC=CC=1. The product is [Cl:1][C:2]1[CH:3]=[C:4]([CH:17]=[CH:18][C:19]=1[Cl:20])[CH2:5][NH:6][C:7]1[N:8]=[CH:9][C:10]([CH2:11][OH:12])=[CH:15][CH:16]=1. The yield is 0.570. (4) The reactants are [C:1]1([C:43]2[CH:48]=[CH:47][CH:46]=[CH:45][CH:44]=2)[CH:6]=[CH:5][CH:4]=[C:3]([CH2:7][CH2:8][CH:9]([S:33]CC2C=CC(OC)=CC=2)[CH:10]([CH2:18][C:19]2[CH:20]=[N:21][C:22]([NH:25]C(OC(C)(C)C)=O)=[CH:23][CH:24]=2)[C:11]([O:13]C(C)(C)C)=[O:12])[CH:2]=1. The catalyst is C([SiH](CC)CC)C.FC(F)(F)C(O)=O. The product is [NH2:25][C:22]1[N:21]=[CH:20][C:19]([CH2:18][CH:10]([CH:9]([SH:33])[CH2:8][CH2:7][C:3]2[CH:2]=[C:1]([C:43]3[CH:44]=[CH:45][CH:46]=[CH:47][CH:48]=3)[CH:6]=[CH:5][CH:4]=2)[C:11]([OH:13])=[O:12])=[CH:24][CH:23]=1. The yield is 0.680.